Task: Predict the reactants needed to synthesize the given product.. Dataset: Full USPTO retrosynthesis dataset with 1.9M reactions from patents (1976-2016) (1) Given the product [CH2:1]([O:3][C:4]([C:6]1[NH:7][C:8]([CH3:11])=[C:9]([C:21](=[O:22])[CH2:20][C:16]2[CH:17]=[CH:18][CH:19]=[C:14]([C:13]([F:24])([F:12])[F:25])[CH:15]=2)[CH:10]=1)=[O:5])[CH3:2], predict the reactants needed to synthesize it. The reactants are: [CH2:1]([O:3][C:4]([C:6]1[NH:7][C:8]([CH3:11])=[CH:9][CH:10]=1)=[O:5])[CH3:2].[F:12][C:13]([F:25])([F:24])[C:14]1[CH:15]=[C:16]([CH2:20][C:21](Cl)=[O:22])[CH:17]=[CH:18][CH:19]=1. (2) Given the product [C:1]([OH:6])(=[O:5])[C:2]([OH:4])=[O:3].[NH2:8][C@H:9]1[CH2:14][CH2:13][C@H:12]([C:15]([N:17]([CH3:18])[CH3:19])=[O:16])[CH2:11][C@H:10]1[NH:20][C:21](=[O:27])[O:22][C:23]([CH3:25])([CH3:24])[CH3:26], predict the reactants needed to synthesize it. The reactants are: [C:1]([OH:6])(=[O:5])[C:2]([OH:4])=[O:3].O.[NH2:8][C@H:9]1[CH2:14][CH2:13][C@H:12]([C:15]([N:17]([CH3:19])[CH3:18])=[O:16])[CH2:11][C@H:10]1[NH:20][C:21](=[O:27])[O:22][C:23]([CH3:26])([CH3:25])[CH3:24]. (3) Given the product [N:1]1[CH:6]=[CH:5][N:4]=[C:3]2[S:7][C:8]([C:10]([Cl:15])=[O:12])=[CH:9][C:2]=12, predict the reactants needed to synthesize it. The reactants are: [N:1]1[CH:6]=[CH:5][N:4]=[C:3]2[S:7][C:8]([C:10]([OH:12])=O)=[CH:9][C:2]=12.S(Cl)([Cl:15])=O. (4) Given the product [Cl:8][C:6]1[CH:7]=[C:2]([N:9]2[CH:13]=[N:12][CH:11]=[N:10]2)[N:3]=[CH:4][N:5]=1, predict the reactants needed to synthesize it. The reactants are: Cl[C:2]1[CH:7]=[C:6]([Cl:8])[N:5]=[CH:4][N:3]=1.[NH:9]1[CH:13]=[N:12][CH:11]=[N:10]1.C(=O)([O-])[O-].[Cs+].[Cs+]. (5) Given the product [Cl:21][C:22]1[N:23]=[C:24]([N:17]2[CH2:18][CH2:19][CH:14]([N:10]3[CH2:9][CH2:8][C:7]4[CH:20]=[C:3]([O:2][CH3:1])[CH:4]=[CH:5][C:6]=4[NH:12][C:11]3=[O:13])[CH2:15][CH2:16]2)[CH:25]=[C:26]([C:28]([C:30]2[CH:39]=[C:38]([CH3:40])[C:33]3[NH:34][C:35](=[O:37])[O:36][C:32]=3[CH:31]=2)=[O:29])[N:27]=1, predict the reactants needed to synthesize it. The reactants are: [CH3:1][O:2][C:3]1[CH:4]=[CH:5][C:6]2[NH:12][C:11](=[O:13])[N:10]([CH:14]3[CH2:19][CH2:18][NH:17][CH2:16][CH2:15]3)[CH2:9][CH2:8][C:7]=2[CH:20]=1.[Cl:21][C:22]1[N:27]=[C:26]([C:28]([C:30]2[CH:39]=[C:38]([CH3:40])[C:33]3[NH:34][C:35](=[O:37])[O:36][C:32]=3[CH:31]=2)=[O:29])[CH:25]=[C:24](Cl)[N:23]=1.CCN(C(C)C)C(C)C. (6) Given the product [N:3]1[CH:8]=[CH:7][CH:6]=[CH:5][C:4]=1[N:9]1[CH2:10][CH2:11][CH:12]([NH:15][C:16]([NH:37][CH2:38][CH2:39][NH:40][C:41](=[O:47])[O:42][C:43]([CH3:44])([CH3:46])[CH3:45])=[O:17])[CH2:13][CH2:14]1, predict the reactants needed to synthesize it. The reactants are: Cl.Cl.[N:3]1[CH:8]=[CH:7][CH:6]=[CH:5][C:4]=1[N:9]1[CH2:14][CH2:13][CH:12]([NH2:15])[CH2:11][CH2:10]1.[C:16](N1C=CN=C1)(N1C=CN=C1)=[O:17].C(N(CC)C(C)C)(C)C.[NH2:37][CH2:38][CH2:39][NH:40][C:41](=[O:47])[O:42][C:43]([CH3:46])([CH3:45])[CH3:44]. (7) The reactants are: [CH2:1]([O:3][CH2:4][CH2:5][O:6][CH2:7][CH2:8][O:9]C)[CH3:2].COCCOCCOCCCC.COCCOCCOCCOCCOC.C(OCCOCCOCCOCCO)CCC. Given the product [CH3:2][CH2:1][O:3][CH2:4][CH2:5][O:6][CH2:7][CH2:8][OH:9], predict the reactants needed to synthesize it. (8) Given the product [CH3:35][NH:31][C:18]([C:9]1[N:8]=[C:7]([NH:6][CH2:5][C:4]2[C:21]([CH3:25])=[CH:22][CH:23]=[CH:24][C:3]=2[CH2:1][CH3:2])[C:12]2[N:13]=[C:14]([CH3:17])[N:15]([CH3:16])[C:11]=2[CH:10]=1)=[O:20], predict the reactants needed to synthesize it. The reactants are: [CH2:1]([C:3]1[CH:24]=[CH:23][CH:22]=[C:21]([CH3:25])[C:4]=1[CH2:5][NH:6][C:7]1[C:12]2[N:13]=[C:14]([CH3:17])[N:15]([CH3:16])[C:11]=2[CH:10]=[C:9]([C:18]([OH:20])=O)[N:8]=1)[CH3:2].F[B-](F)(F)F.[N:31]1(OC(N(C)C)=[N+](C)C)[C:35]2C=CC=CC=2N=N1.CN.O.